From a dataset of Peptide-MHC class I binding affinity with 185,985 pairs from IEDB/IMGT. Regression. Given a peptide amino acid sequence and an MHC pseudo amino acid sequence, predict their binding affinity value. This is MHC class I binding data. (1) The peptide sequence is TKDTNDNNL. The binding affinity (normalized) is 0.546. The MHC is HLA-B39:01 with pseudo-sequence HLA-B39:01. (2) The peptide sequence is YTVAYPNL. The MHC is H-2-Kb with pseudo-sequence H-2-Kb. The binding affinity (normalized) is 0.528. (3) The peptide sequence is VILFIMFMLI. The MHC is HLA-A02:01 with pseudo-sequence HLA-A02:01. The binding affinity (normalized) is 0.450.